Task: Regression. Given a peptide amino acid sequence and an MHC pseudo amino acid sequence, predict their binding affinity value. This is MHC class I binding data.. Dataset: Peptide-MHC class I binding affinity with 185,985 pairs from IEDB/IMGT (1) The peptide sequence is MPYHGYHII. The MHC is HLA-C05:01 with pseudo-sequence HLA-C05:01. The binding affinity (normalized) is 0.0847. (2) The peptide sequence is ILDNQGRVV. The MHC is HLA-B27:05 with pseudo-sequence HLA-B27:05. The binding affinity (normalized) is 0.0847. (3) The peptide sequence is GESSPNPTI. The MHC is HLA-B44:02 with pseudo-sequence HLA-B44:02. The binding affinity (normalized) is 0.591. (4) The peptide sequence is GTVMDIISRK. The MHC is HLA-A11:01 with pseudo-sequence HLA-A11:01. The binding affinity (normalized) is 0.643. (5) The peptide sequence is MTYKAAVL. The MHC is HLA-A68:02 with pseudo-sequence HLA-A68:02. The binding affinity (normalized) is 0.682. (6) The peptide sequence is LSIPHDLMEF. The MHC is HLA-A01:01 with pseudo-sequence HLA-A01:01. The binding affinity (normalized) is 0.0298. (7) The peptide sequence is KYQSPVNIF. The MHC is HLA-A30:01 with pseudo-sequence HLA-A30:01. The binding affinity (normalized) is 0.0847. (8) The peptide sequence is ISKIYTLIYR. The MHC is Mamu-B8301 with pseudo-sequence Mamu-B8301. The binding affinity (normalized) is 0.423. (9) The peptide sequence is TLISLNSMYT. The MHC is HLA-A02:06 with pseudo-sequence HLA-A02:06. The binding affinity (normalized) is 0.509. (10) The peptide sequence is IAEYIAGLKI. The MHC is HLA-A02:03 with pseudo-sequence HLA-A02:03. The binding affinity (normalized) is 0.0716.